This data is from Reaction yield outcomes from USPTO patents with 853,638 reactions. The task is: Predict the reaction yield, written as a fraction of the theoretical maximum amount of product (1.0 means a 100% yield; for example, 0.34 means a 34% yield). (1) The reactants are [C:1]1([CH2:7][C:8](=[O:10])[CH3:9])[CH:6]=[CH:5][CH:4]=[CH:3][CH:2]=1.[CH3:11][N:12]([CH:14](OC)OC)[CH3:13]. The catalyst is CN(C=O)C. The product is [CH3:11][N:12]([CH3:14])/[CH:13]=[C:7](\[C:1]1[CH:6]=[CH:5][CH:4]=[CH:3][CH:2]=1)/[C:8](=[O:10])[CH3:9]. The yield is 0.180. (2) The reactants are [NH2:1][C:2]1[N:7]=[CH:6][N:5]=[C:4]([NH:8][C@H:9]([C:11]2[N:16]([C:17]3[CH:22]=[CH:21][CH:20]=[CH:19][CH:18]=3)[C:15](=[O:23])[C:14]3=[C:24](C)[CH:25]=[CH:26][N:13]3[N:12]=2)[CH3:10])[C:3]=1I.CC1(C)C(C)(C)OB([C:37]2[CH:38]=[C:39]([OH:43])[CH:40]=[CH:41][CH:42]=2)O1.C(=O)([O-])[O-].[Na+].[Na+]. No catalyst specified. The product is [NH2:1][C:2]1[N:7]=[CH:6][N:5]=[C:4]([NH:8][C@H:9]([C:11]2[N:16]([C:17]3[CH:18]=[CH:19][CH:20]=[CH:21][CH:22]=3)[C:15](=[O:23])[C:14]3=[CH:24][CH:25]=[CH:26][N:13]3[N:12]=2)[CH3:10])[C:3]=1[C:37]1[CH:42]=[CH:41][CH:40]=[C:39]([OH:43])[CH:38]=1. The yield is 0.210. (3) The reactants are [Cl:1][C:2]1[C:3]([NH:13][C:14]2[CH:19]=[CH:18][C:17]([Cl:20])=[CH:16][CH:15]=2)=[N:4][CH:5]=[C:6]([C:8]#[C:9][CH2:10][CH2:11][CH3:12])[CH:7]=1.[N-:21]=[N+:22]=[N-:23].[Na+]. The catalyst is CS(C)=O.CCOC(C)=O. The product is [Cl:20][C:17]1[CH:16]=[CH:15][C:14]([NH:13][C:3]2[C:2]([Cl:1])=[CH:7][C:6]([C:8]3[NH:21][N:22]=[N:23][C:9]=3[CH2:10][CH2:11][CH3:12])=[CH:5][N:4]=2)=[CH:19][CH:18]=1. The yield is 0.170. (4) The reactants are O[CH2:2][C@H:3](C)[C:4](OC)=O.[C:9]([O-:12])(O)=O.[Na+].[BH4-].[Na+].C(O)(=O)[CH2:17][C:18]([CH2:23]C(O)=O)([C:20](O)=O)[OH:19]. The catalyst is C(OC(C)(C)C)(=O)C.CO. The product is [C:18]([O:19][CH2:2][C@H:3]([CH3:4])[CH2:9][OH:12])([CH3:17])([CH3:20])[CH3:23]. The yield is 0.680. (5) The reactants are Br[C:2]1[CH:6]=[C:5]([C:7]2[CH:12]=[CH:11][CH:10]=[CH:9][CH:8]=2)[S:4][C:3]=1[C:13]([O:15][CH3:16])=[O:14].Cl.[NH2:18][CH2:19][C:20]([N:22]1[CH2:27][CH2:26][O:25][CH2:24][CH2:23]1)=[O:21].C([O-])([O-])=O.[Cs+].[Cs+]. The catalyst is C1(C)C=CC=CC=1.CCOC(C)=O.CC([O-])=O.CC([O-])=O.[Pd+2]. The product is [O:25]1[CH2:26][CH2:27][N:22]([C:20](=[O:21])[CH2:19][NH:18][C:2]2[CH:6]=[C:5]([C:7]3[CH:12]=[CH:11][CH:10]=[CH:9][CH:8]=3)[S:4][C:3]=2[C:13]([O:15][CH3:16])=[O:14])[CH2:23][CH2:24]1. The yield is 0.436. (6) The reactants are [C:1]([O:5][C:6]([NH:8][C@@H:9]([CH2:14][C:15]1[CH:20]=[CH:19][C:18]([O:21][S:22]([CH3:25])(=[O:24])=[O:23])=[CH:17][CH:16]=1)[C:10]([O:12]C)=[O:11])=[O:7])([CH3:4])([CH3:3])[CH3:2].[Li+].[OH-].Cl. The catalyst is C1COCC1. The product is [C:1]([O:5][C:6]([NH:8][C@@H:9]([CH2:14][C:15]1[CH:20]=[CH:19][C:18]([O:21][S:22]([CH3:25])(=[O:24])=[O:23])=[CH:17][CH:16]=1)[C:10]([OH:12])=[O:11])=[O:7])([CH3:3])([CH3:4])[CH3:2]. The yield is 0.800.